From a dataset of Catalyst prediction with 721,799 reactions and 888 catalyst types from USPTO. Predict which catalyst facilitates the given reaction. (1) Reactant: C([O:8][C:9]1[C:10]([O:35][CH3:36])=[CH:11][C:12]2[CH2:21][CH2:20][N:19]3[CH:14]([CH2:15][C:16]4[C:25]([Cl:26])=[CH:24][C:23]([O:27][CH3:28])=[C:22]([O:29][S:30]([CH3:33])(=[O:32])=[O:31])[C:17]=4[CH2:18]3)[C:13]=2[CH:34]=1)C1C=CC=CC=1. Product: [OH:8][C:9]1[C:10]([O:35][CH3:36])=[CH:11][C:12]2[CH2:21][CH2:20][N:19]3[CH:14]([CH2:15][C:16]4[C:25]([Cl:26])=[CH:24][C:23]([O:27][CH3:28])=[C:22]([O:29][S:30]([CH3:33])(=[O:32])=[O:31])[C:17]=4[CH2:18]3)[C:13]=2[CH:34]=1. The catalyst class is: 181. (2) Reactant: C1C(=O)N([Br:8])C(=O)C1.[C:9]([Si:13]([O:16][CH2:17][CH2:18][C:19]1[CH:24]=[C:23]([O:25][CH3:26])[CH:22]=[CH:21][C:20]=1[CH2:27][CH3:28])([CH3:15])[CH3:14])([CH3:12])([CH3:11])[CH3:10].O. Product: [Br:8][C:22]1[C:23]([O:25][CH3:26])=[CH:24][C:19]([CH2:18][CH2:17][O:16][Si:13]([C:9]([CH3:11])([CH3:10])[CH3:12])([CH3:14])[CH3:15])=[C:20]([CH2:27][CH3:28])[CH:21]=1. The catalyst class is: 3. (3) Reactant: [NH2:1][C:2]1[CH:3]=[C:4]([CH2:9][CH2:10][CH2:11][CH2:12][C:13]([O:15][CH3:16])=[O:14])[CH:5]=[C:6]([F:8])[CH:7]=1.Cl[C:18]([O:20][CH2:21][CH3:22])=[O:19].CCN(C(C)C)C(C)C. Product: [CH3:16][O:15][C:13](=[O:14])[CH2:12][CH2:11][CH2:10][CH2:9][C:4]1[CH:3]=[C:2]([NH:1][C:18]([O:20][CH2:21][CH3:22])=[O:19])[CH:7]=[C:6]([F:8])[CH:5]=1. The catalyst class is: 4. (4) Product: [Cl:19][C:5]1[C:6]([NH:8][C:9]2[CH:18]=[CH:17][CH:16]=[CH:15][C:10]=2[C:11](=[O:12])[NH:13][CH3:14])=[N:7][C:2]([NH:20][C:21]2[CH:22]=[C:23]([CH:33]=[CH:34][CH:35]=2)[CH2:24][NH:25][C:26](=[O:32])[O:27][C:28]([CH3:31])([CH3:30])[CH3:29])=[N:3][CH:4]=1. Reactant: Cl[C:2]1[N:7]=[C:6]([NH:8][C:9]2[CH:18]=[CH:17][CH:16]=[CH:15][C:10]=2[C:11]([NH:13][CH3:14])=[O:12])[C:5]([Cl:19])=[CH:4][N:3]=1.[NH2:20][C:21]1[CH:22]=[C:23]([CH:33]=[CH:34][CH:35]=1)[CH2:24][NH:25][C:26](=[O:32])[O:27][C:28]([CH3:31])([CH3:30])[CH3:29].CC(C1C=C(C(C)C)C(C2C=CC=CC=2P(C2CCCCC2)C2CCCCC2)=C(C(C)C)C=1)C.C([O-])([O-])=O.[K+].[K+]. The catalyst class is: 110. (5) Reactant: [OH:1][C@@H:2]1[CH2:6][C@@H:5]([CH2:7][OH:8])[N:4]([C:9]([O:11][CH2:12][CH2:13][NH:14][CH2:15][CH2:16][C:17]2[CH:22]=[CH:21][C:20]([N:23]=[N:24][C:25]3[CH:30]=[CH:29][C:28]([N+:31]([O-:33])=[O:32])=[CH:27][C:26]=3[Cl:34])=[CH:19][CH:18]=2)=[O:10])[CH2:3]1.CO[C:37]1[C:38](OC)=[C:39]([CH:54]=[CH:55][CH:56]=1)[C:40](Cl)([C:47]1[CH:52]=[CH:51][CH:50]=[CH:49][CH:48]=1)[C:41]1[CH:46]=[CH:45][CH:44]=[CH:43][CH:42]=1.[C:59](=[O:62])(O)[O-].[Na+].[C:64](OCC)(=[O:66])C. Product: [CH3:64][O:66][C:56]1[CH:55]=[CH:54][C:39]([C:40]([C:41]2[CH:46]=[CH:45][C:44]([O:62][CH3:59])=[CH:43][CH:42]=2)([C:47]2[CH:52]=[CH:51][CH:50]=[CH:49][CH:48]=2)[O:8][CH2:7][C@H:5]2[N:4]([C:9]([O:11][CH2:12][CH2:13][NH:14][CH2:15][CH2:16][C:17]3[CH:18]=[CH:19][C:20]([N:23]=[N:24][C:25]4[CH:30]=[CH:29][C:28]([N+:31]([O-:33])=[O:32])=[CH:27][C:26]=4[Cl:34])=[CH:21][CH:22]=3)=[O:10])[CH2:3][C@H:2]([OH:1])[CH2:6]2)=[CH:38][CH:37]=1. The catalyst class is: 17. (6) Reactant: Cl.[F:2][C:3]([F:16])([C:12]([F:15])([F:14])[F:13])[CH2:4][CH2:5][C@@H:6]([C:8]([O:10][CH3:11])=[O:9])[NH2:7].C(=O)([O-])[O-].[K+].[K+].Cl[C:24]([O:26][CH2:27][C:28]1[CH:33]=[CH:32][CH:31]=[CH:30][CH:29]=1)=[O:25]. Product: [CH2:27]([O:26][C:24]([NH:7][C@H:6]([C:8]([O:10][CH3:11])=[O:9])[CH2:5][CH2:4][C:3]([F:16])([F:2])[C:12]([F:13])([F:14])[F:15])=[O:25])[C:28]1[CH:33]=[CH:32][CH:31]=[CH:30][CH:29]=1. The catalyst class is: 20. (7) Reactant: [Br:1][C:2]1[CH:7]=[CH:6][C:5]([C:8]2[C:9](=[O:17])[NH:10][C:11]3([CH2:16][CH2:15][O:14][CH2:13]3)[N:12]=2)=[CH:4][CH:3]=1.[H-].[Na+].Br[CH2:21][C:22]([NH:24][C:25]1[CH:30]=[CH:29][CH:28]=[C:27]([C:31]([F:34])([F:33])[F:32])[CH:26]=1)=[O:23]. Product: [Br:1][C:2]1[CH:3]=[CH:4][C:5]([C:8]2[C:9](=[O:17])[N:10]([CH2:21][C:22]([NH:24][C:25]3[CH:30]=[CH:29][CH:28]=[C:27]([C:31]([F:32])([F:33])[F:34])[CH:26]=3)=[O:23])[C:11]3([CH2:16][CH2:15][O:14][CH2:13]3)[N:12]=2)=[CH:6][CH:7]=1. The catalyst class is: 3. (8) Product: [NH2:26][C:27]1[C:32]([O:5][CH2:6][CH:7]2[CH2:12][CH2:11][N:10]([C:13]([O:15][C:16]([CH3:19])([CH3:18])[CH3:17])=[O:14])[CH2:9][CH2:8]2)=[CH:31][C:30]([Br:34])=[CH:29][N:28]=1. Reactant: CS([O:5][CH2:6][CH:7]1[CH2:12][CH2:11][N:10]([C:13]([O:15][C:16]([CH3:19])([CH3:18])[CH3:17])=[O:14])[CH2:9][CH2:8]1)(=O)=O.C([O-])([O-])=O.[Cs+].[Cs+].[NH2:26][C:27]1[C:32](O)=[CH:31][C:30]([Br:34])=[CH:29][N:28]=1. The catalyst class is: 3. (9) Reactant: O=[C:2]1[CH2:7][CH2:6][CH:5]([C:8]([O:10][CH2:11][CH3:12])=[O:9])[CH2:4][CH2:3]1.[N:13]1([C:19]([O:21][C:22]([CH3:25])([CH3:24])[CH3:23])=[O:20])[CH2:18][CH2:17][NH:16][CH2:15][CH2:14]1.C(O)(=O)C.C(O[BH-](OC(=O)C)OC(=O)C)(=O)C.[Na+].[OH-].[Na+]. Product: [CH2:11]([O:10][C:8]([CH:5]1[CH2:6][CH2:7][CH:2]([N:16]2[CH2:15][CH2:14][N:13]([C:19]([O:21][C:22]([CH3:25])([CH3:24])[CH3:23])=[O:20])[CH2:18][CH2:17]2)[CH2:3][CH2:4]1)=[O:9])[CH3:12]. The catalyst class is: 701. (10) Reactant: [F:1][C:2]([F:21])([F:20])[C:3]([N:5]1[CH2:14][CH2:13][C:12]2[C:11]3[CH2:15][CH2:16][CH2:17][C@H:18](O)[C:10]=3[CH:9]=[CH:8][C:7]=2[CH2:6]1)=[O:4].C1C=CC(P([N:36]=[N+:37]=[N-:38])(C2C=CC=CC=2)=O)=CC=1.C1CCN2C(=NCCC2)CC1.Cl. Product: [N:36]([C@H:18]1[C:10]2[CH:9]=[CH:8][C:7]3[CH2:6][N:5]([C:3](=[O:4])[C:2]([F:21])([F:20])[F:1])[CH2:14][CH2:13][C:12]=3[C:11]=2[CH2:15][CH2:16][CH2:17]1)=[N+:37]=[N-:38]. The catalyst class is: 11.